This data is from Full USPTO retrosynthesis dataset with 1.9M reactions from patents (1976-2016). The task is: Predict the reactants needed to synthesize the given product. (1) Given the product [Cl:6][C:7]1[CH:12]=[CH:11][C:10]([CH2:13][C:14]([O:16][CH2:18][CH3:19])=[O:15])=[C:9]([F:17])[CH:8]=1, predict the reactants needed to synthesize it. The reactants are: S(=O)(=O)(O)O.[Cl:6][C:7]1[CH:12]=[CH:11][C:10]([CH2:13][C:14]([OH:16])=[O:15])=[C:9]([F:17])[CH:8]=1.[CH2:18](O)[CH3:19]. (2) Given the product [CH3:1][N:2]([C:11](=[O:16])[C:12]([CH3:14])([CH3:13])[CH3:15])[C:3]1[CH:4]=[CH:5][C:6]([CH2:7][NH2:8])=[CH:9][CH:10]=1, predict the reactants needed to synthesize it. The reactants are: [CH3:1][N:2]([C:11](=[O:16])[C:12]([CH3:15])([CH3:14])[CH3:13])[C:3]1[CH:10]=[CH:9][C:6]([C:7]#[N:8])=[CH:5][CH:4]=1. (3) The reactants are: Cl.[CH3:2][O:3][C:4]1[CH:5]=[C:6]([C:12]2[C:13]([CH3:25])([CH3:24])[C:14](=[O:23])[N:15]([CH:17]3[CH2:22][CH2:21][NH:20][CH2:19][CH2:18]3)[N:16]=2)[CH:7]=[CH:8][C:9]=1[O:10][CH3:11].[N:26]1[C:35]2[CH:34]=[CH:33][N:32]=[C:31]([C:36](O)=[O:37])[C:30]=2[CH:29]=[CH:28][CH:27]=1. Given the product [CH3:2][O:3][C:4]1[CH:5]=[C:6]([C:12]2[C:13]([CH3:25])([CH3:24])[C:14](=[O:23])[N:15]([CH:17]3[CH2:22][CH2:21][N:20]([C:36]([C:31]4[N:32]=[CH:33][CH:34]=[C:35]5[C:30]=4[CH:29]=[CH:28][CH:27]=[N:26]5)=[O:37])[CH2:19][CH2:18]3)[N:16]=2)[CH:7]=[CH:8][C:9]=1[O:10][CH3:11], predict the reactants needed to synthesize it. (4) Given the product [NH2:1][C:2]1[N:7]=[C:6]([CH3:8])[C:5]([CH2:9][NH:10][C:11](=[O:12])[C:13]2[CH:18]=[CH:17][N:16]=[C:15]([CH2:19][C:20]3[CH:21]=[C:22]4[C:27](=[C:28]([CH2:30][OH:31])[CH:29]=3)[N:26]=[CH:25][C:24]([Cl:34])=[CH:23]4)[CH:14]=2)=[C:4]([CH3:35])[CH:3]=1, predict the reactants needed to synthesize it. The reactants are: [NH2:1][C:2]1[N:7]=[C:6]([CH3:8])[C:5]([CH2:9][NH:10][C:11]([C:13]2[CH:18]=[CH:17][N:16]=[C:15]([CH2:19][C:20]3[CH:21]=[C:22]4[C:27](=[C:28]([C:30](OC)=[O:31])[CH:29]=3)[N:26]=[CH:25][C:24]([Cl:34])=[CH:23]4)[CH:14]=2)=[O:12])=[C:4]([CH3:35])[CH:3]=1.[H-].[H-].[H-].[H-].[Li+].[Al+3]. (5) Given the product [CH2:30]([NH:32][CH2:19][C:18]1[CH:21]=[CH:22][C:15]([C:14]2[C:9]3[N:8]([C:24]4[CH:25]=[CH:26][CH:27]=[CH:28][CH:29]=4)[C:7]([C:3]4[C:2]([NH2:1])=[N:6][O:5][N:4]=4)=[N:23][C:10]=3[CH:11]=[N:12][CH:13]=2)=[CH:16][CH:17]=1)[CH3:31], predict the reactants needed to synthesize it. The reactants are: [NH2:1][C:2]1[C:3]([C:7]2[N:8]([C:24]3[CH:29]=[CH:28][CH:27]=[CH:26][CH:25]=3)[C:9]3[C:14]([C:15]4[CH:22]=[CH:21][C:18]([CH:19]=O)=[CH:17][CH:16]=4)=[CH:13][N:12]=[CH:11][C:10]=3[N:23]=2)=[N:4][O:5][N:6]=1.[CH2:30]([NH2:32])[CH3:31].C(O[BH-](OC(=O)C)OC(=O)C)(=O)C.[Na+].C(O)(=O)C. (6) Given the product [C:1]([O:5][C:6](=[O:22])[NH:7][C:8]1[CH:13]=[C:12]([N:14]([CH3:16])[CH3:15])[C:11]([C:17]([F:20])([F:19])[F:18])=[CH:10][C:9]=1[NH:21][C:28](=[O:27])[CH2:29][C:30]([C:32]1[CH:37]=[CH:36][CH:35]=[C:34]([C:38]2[N:39]([CH3:51])[N:40]=[CH:41][C:42]=2[CH2:43][O:44][CH:45]2[CH2:50][CH2:49][CH2:48][CH2:47][O:46]2)[CH:33]=1)=[O:31])([CH3:4])([CH3:2])[CH3:3], predict the reactants needed to synthesize it. The reactants are: [C:1]([O:5][C:6](=[O:22])[NH:7][C:8]1[CH:13]=[C:12]([N:14]([CH3:16])[CH3:15])[C:11]([C:17]([F:20])([F:19])[F:18])=[CH:10][C:9]=1[NH2:21])([CH3:4])([CH3:3])[CH3:2].C([O:27][C:28](=O)[CH2:29][C:30]([C:32]1[CH:37]=[CH:36][CH:35]=[C:34]([C:38]2[N:39]([CH3:51])[N:40]=[CH:41][C:42]=2[CH2:43][O:44][CH:45]2[CH2:50][CH2:49][CH2:48][CH2:47][O:46]2)[CH:33]=1)=[O:31])(C)(C)C. (7) Given the product [CH3:14][O:13][C@:4]([CH3:12])([CH2:5][C:6]1[CH:11]=[CH:10][CH:9]=[CH:8][CH:7]=1)[C:3]([OH:15])=[O:2], predict the reactants needed to synthesize it. The reactants are: C[O:2][C:3](=[O:15])[C@@:4]([O:13][CH3:14])([CH3:12])[CH2:5][C:6]1[CH:11]=[CH:10][CH:9]=[CH:8][CH:7]=1.[OH-].[Li+].Cl.